From a dataset of Forward reaction prediction with 1.9M reactions from USPTO patents (1976-2016). Predict the product of the given reaction. (1) Given the reactants [Br:1][C:2]1[CH:3]=[N:4][C:5]2[C:10]([CH:11]=1)=[CH:9][C:8]([CH:12]([C:14]1[N:18]3[N:19]=[C:20]([C:23](=O)[CH3:24])[CH:21]=[CH:22][C:17]3=[N:16][N:15]=1)[CH3:13])=[CH:7][CH:6]=2.[CH:26]1([CH2:29][O:30][NH2:31])[CH2:28][CH2:27]1.Cl, predict the reaction product. The product is: [CH:26]1([CH2:29][O:30][N:31]=[C:23]([C:20]2[CH:21]=[CH:22][C:17]3[N:18]([C:14]([CH:12]([C:8]4[CH:9]=[C:10]5[C:5](=[CH:6][CH:7]=4)[N:4]=[CH:3][C:2]([Br:1])=[CH:11]5)[CH3:13])=[N:15][N:16]=3)[N:19]=2)[CH3:24])[CH2:28][CH2:27]1. (2) The product is: [CH2:16]([O:18][C:19]([C:21]1[NH:22][C:23]2[C:28]([CH:29]=1)=[CH:27][C:26]([NH:30][C:13]([C:11]1[O:12][C:8]([C:4]3[CH:5]=[CH:6][CH:7]=[C:2]([Cl:1])[CH:3]=3)=[CH:9][CH:10]=1)=[O:15])=[CH:25][CH:24]=2)=[O:20])[CH3:17]. Given the reactants [Cl:1][C:2]1[CH:3]=[C:4]([C:8]2[O:12][C:11]([C:13]([OH:15])=O)=[CH:10][CH:9]=2)[CH:5]=[CH:6][CH:7]=1.[CH2:16]([O:18][C:19]([C:21]1[NH:22][C:23]2[C:28]([CH:29]=1)=[CH:27][C:26]([NH2:30])=[CH:25][CH:24]=2)=[O:20])[CH3:17], predict the reaction product.